From a dataset of TCR-epitope binding with 47,182 pairs between 192 epitopes and 23,139 TCRs. Binary Classification. Given a T-cell receptor sequence (or CDR3 region) and an epitope sequence, predict whether binding occurs between them. (1) The epitope is NEGVKAAW. The TCR CDR3 sequence is CASSPPRLRDIQYF. Result: 0 (the TCR does not bind to the epitope). (2) The epitope is ITEEVGHTDLMAAY. The TCR CDR3 sequence is CAIRRQGDYEQYF. Result: 0 (the TCR does not bind to the epitope). (3) The epitope is EHPTFTSQYRIQGKL. The TCR CDR3 sequence is CASSRDRGSTDTQYF. Result: 1 (the TCR binds to the epitope). (4) The epitope is LLWNGPMAV. The TCR CDR3 sequence is CSVPFAGADTQYF. Result: 1 (the TCR binds to the epitope). (5) The epitope is YLKLTDNVYIK. The TCR CDR3 sequence is CASSEILGMNTEAFF. Result: 0 (the TCR does not bind to the epitope). (6) The epitope is SEVGPEHSLAEY. The TCR CDR3 sequence is CASSLPSQPQHF. Result: 0 (the TCR does not bind to the epitope).